The task is: Predict the reactants needed to synthesize the given product.. This data is from Full USPTO retrosynthesis dataset with 1.9M reactions from patents (1976-2016). (1) Given the product [N:1]1([CH:6]([CH3:10])[C:7]([NH:45][C:42]2[CH:41]=[CH:40][C:39]([C:38]([O:37][CH2:35][CH3:36])=[O:46])=[CH:44][CH:43]=2)=[O:9])[CH2:2][CH2:3][CH2:4][CH2:5]1, predict the reactants needed to synthesize it. The reactants are: [N:1]1([CH:6]([CH3:10])[C:7]([OH:9])=O)[CH2:5][CH2:4][CH2:3][CH2:2]1.CN(C(ON1N=NC2C=CC=NC1=2)=[N+](C)C)C.F[P-](F)(F)(F)(F)F.[CH2:35]([O:37][C:38](=[O:46])[C:39]1[CH:44]=[CH:43][C:42]([NH2:45])=[CH:41][CH:40]=1)[CH3:36].CN1CCOCC1. (2) Given the product [F:1][C:2]1[CH:7]=[CH:6][CH:5]=[C:4]([F:8])[C:3]=1[N:9]1[C:14]2[N:15]=[C:16]([N:44]3[CH2:45][CH2:46][CH:41]([N:36]4[CH2:40][CH2:39][CH2:38][CH2:37]4)[CH2:42][CH2:43]3)[N:17]=[C:18]([C:19]3[CH:20]=[C:21]([CH:28]=[CH:29][C:30]=3[CH3:31])[C:22]([NH:24][CH2:25][CH2:26][CH3:27])=[O:23])[C:13]=2[CH2:12][NH:11][C:10]1=[O:35], predict the reactants needed to synthesize it. The reactants are: [F:1][C:2]1[CH:7]=[CH:6][CH:5]=[C:4]([F:8])[C:3]=1[N:9]1[C:14]2[N:15]=[C:16](S(C)=O)[N:17]=[C:18]([C:19]3[CH:20]=[C:21]([CH:28]=[CH:29][C:30]=3[CH3:31])[C:22]([NH:24][CH2:25][CH2:26][CH3:27])=[O:23])[C:13]=2[CH2:12][NH:11][C:10]1=[O:35].[N:36]1([CH:41]2[CH2:46][CH2:45][NH:44][CH2:43][CH2:42]2)[CH2:40][CH2:39][CH2:38][CH2:37]1. (3) Given the product [CH3:1][N:2]([CH:29]([C:27]1[N:28]=[C:24]2[CH:23]=[CH:22][CH:21]=[C:20]([N:17]3[CH2:16][CH2:15][N:14]([CH3:13])[CH2:19][CH2:18]3)[N:25]2[CH:26]=1)[CH3:30])[C@@H:3]1[C:12]2[N:11]=[CH:10][CH:9]=[CH:8][C:7]=2[CH2:6][CH2:5][CH2:4]1, predict the reactants needed to synthesize it. The reactants are: [CH3:1][NH:2][C@@H:3]1[C:12]2[N:11]=[CH:10][CH:9]=[CH:8][C:7]=2[CH2:6][CH2:5][CH2:4]1.[CH3:13][N:14]1[CH2:19][CH2:18][N:17]([C:20]2[N:25]3[CH:26]=[C:27]([C:29](=O)[CH3:30])[N:28]=[C:24]3[CH:23]=[CH:22][CH:21]=2)[CH2:16][CH2:15]1. (4) Given the product [CH3:2][N:3]1[C:7]2[CH:8]=[CH:9][C:10]([C:12]([OH:14])=[O:13])=[CH:11][C:6]=2[N:5]=[CH:4]1, predict the reactants needed to synthesize it. The reactants are: O.[CH3:2][N:3]1[C:7]2[CH:8]=[CH:9][C:10]([C:12]([O:14]C)=[O:13])=[CH:11][C:6]=2[N:5]=[CH:4]1.CO.Cl. (5) Given the product [OH:15][C:16]1[CH:25]=[C:24]([NH:26][C:12]([C:6]2[O:7][C:8]([CH:9]([CH3:10])[CH3:11])=[C:4]([CH:1]([CH3:2])[CH3:3])[CH:5]=2)=[O:14])[CH:23]=[CH:22][C:17]=1[C:18]([O:20][CH3:21])=[O:19], predict the reactants needed to synthesize it. The reactants are: [CH:1]([C:4]1[CH:5]=[C:6]([C:12]([OH:14])=O)[O:7][C:8]=1[CH:9]([CH3:11])[CH3:10])([CH3:3])[CH3:2].[OH:15][C:16]1[CH:25]=[C:24]([NH2:26])[CH:23]=[CH:22][C:17]=1[C:18]([O:20][CH3:21])=[O:19]. (6) Given the product [P:1]([OH:43])([OH:42])([O:3][CH2:4][N:5]1[CH:10]=[CH:9][C:8]([NH:11][C:12](=[O:32])[C:13]2[CH:18]=[CH:17][C:16]([C:19]([F:20])([F:22])[F:21])=[CH:15][C:14]=2[O:23][C:24]2[CH:29]=[CH:28][C:27]([F:30])=[CH:26][C:25]=2[CH3:31])=[CH:7][C:6]1=[O:33])=[O:2], predict the reactants needed to synthesize it. The reactants are: [P:1]([O-:43])([O-:42])([O:3][C:4](C(C)(C)C)(C(C)(C)C)[N:5]1[CH:10]=[CH:9][C:8]([NH:11][C:12](=[O:32])[C:13]2[CH:18]=[CH:17][C:16]([C:19]([F:22])([F:21])[F:20])=[CH:15][C:14]=2[O:23][C:24]2[CH:29]=[CH:28][C:27]([F:30])=[CH:26][C:25]=2[CH3:31])=[CH:7][C:6]1=[O:33])=[O:2].C(O)(=O)C. (7) Given the product [CH3:51][N:50]([CH3:52])[CH2:49][CH2:48][N:47]([CH2:46][C:43]1[CH:42]=[CH:41][C:40]([NH:14][C:15]([C:17]2[CH:18]=[CH:19][C:20]([C:27]3[C:28]([Cl:38])=[C:29]([O:36][CH3:37])[CH:30]=[C:31]([O:34][CH3:35])[C:32]=3[Cl:33])=[C:21]3[C:26]=2[N:25]=[CH:24][CH:23]=[CH:22]3)=[O:16])=[N:45][CH:44]=1)[CH3:53], predict the reactants needed to synthesize it. The reactants are: N1(CC2N=CC([NH:14][C:15]([C:17]3[CH:18]=[CH:19][C:20]([C:27]4[C:32]([Cl:33])=[C:31]([O:34][CH3:35])[CH:30]=[C:29]([O:36][CH3:37])[C:28]=4[Cl:38])=[C:21]4[C:26]=3[N:25]=[CH:24][CH:23]=[CH:22]4)=[O:16])=CC=2)CCNCC1.N[C:40]1[N:45]=[CH:44][C:43]([CH2:46][N:47]([CH3:53])[CH2:48][CH2:49][N:50]([CH3:52])[CH3:51])=[CH:42][CH:41]=1.